From a dataset of Reaction yield outcomes from USPTO patents with 853,638 reactions. Predict the reaction yield, written as a fraction of the theoretical maximum amount of product (1.0 means a 100% yield; for example, 0.34 means a 34% yield). (1) The reactants are [CH3:1][CH:2]([N:4]1[C:12](/[CH:13]=[CH:14]/[C@H:15]([OH:24])[CH2:16][C@H:17]([OH:23])[CH2:18][C:19]([O:21]C)=[O:20])=[C:11]([C:25]2[CH:30]=[CH:29][C:28]([F:31])=[CH:27][CH:26]=2)[C:10]2[C:5]1=[CH:6][CH:7]=[CH:8][CH:9]=2)[CH3:3].[OH-].[Na+:33]. The catalyst is CC(C)=O. The product is [CH3:3][CH:2]([N:4]1[C:12](/[CH:13]=[CH:14]/[CH:15]([OH:24])[CH2:16][CH:17]([OH:23])[CH2:18][C:19]([O-:21])=[O:20])=[C:11]([C:25]2[CH:26]=[CH:27][C:28]([F:31])=[CH:29][CH:30]=2)[C:10]2[CH:9]=[CH:8][CH:7]=[CH:6][C:5]1=2)[CH3:1].[Na+:33]. The yield is 0.762. (2) The reactants are [CH2:1]([S:3]([NH:6][C@@H:7]([C:15]([N:17]1[CH2:24][CH2:23][CH2:22][C@H:18]1[C:19]([OH:21])=[O:20])=[O:16])[CH2:8][C:9]1[CH:14]=[CH:13][CH:12]=[CH:11][CH:10]=1)(=[O:5])=[O:4])[CH3:2]. The catalyst is C(O)C.O=[Pt]=O. The product is [CH2:1]([S:3]([NH:6][C@@H:7]([C:15]([N:17]1[CH2:24][CH2:23][CH2:22][C@H:18]1[C:19]([OH:21])=[O:20])=[O:16])[CH2:8][CH:9]1[CH2:14][CH2:13][CH2:12][CH2:11][CH2:10]1)(=[O:5])=[O:4])[CH3:2]. The yield is 0.800. (3) The reactants are [F:1][C:2]1[CH:3]=[C:4]([C:9](=O)[CH2:10][C:11](=O)[C:12]([F:15])([F:14])[F:13])[CH:5]=[CH:6][C:7]=1[F:8].[NH2:18][C:19]1[C:23]([C:24]#[N:25])=[CH:22][NH:21][N:20]=1. No catalyst specified. The product is [F:1][C:2]1[CH:3]=[C:4]([C:9]2[CH:10]=[C:11]([C:12]([F:15])([F:14])[F:13])[N:20]3[N:21]=[CH:22][C:23]([C:24]#[N:25])=[C:19]3[N:18]=2)[CH:5]=[CH:6][C:7]=1[F:8]. The yield is 0.420. (4) The reactants are [CH3:1][C:2]1[C:10]([N+:11]([O-:13])=[O:12])=[CH:9][CH:8]=[CH:7][C:3]=1[C:4]([OH:6])=[O:5].[Br:14]N1C(C)(C)C(=O)N(Br)C1=O. The catalyst is OS(O)(=O)=O. The product is [Br:14][C:8]1[CH:9]=[C:10]([N+:11]([O-:13])=[O:12])[C:2]([CH3:1])=[C:3]([CH:7]=1)[C:4]([OH:6])=[O:5]. The yield is 0.982.